This data is from Ames mutagenicity test results for genotoxicity prediction. The task is: Regression/Classification. Given a drug SMILES string, predict its toxicity properties. Task type varies by dataset: regression for continuous values (e.g., LD50, hERG inhibition percentage) or binary classification for toxic/non-toxic outcomes (e.g., AMES mutagenicity, cardiotoxicity, hepatotoxicity). Dataset: ames. (1) The compound is Cc1cccc2nc3c(ccc4ccccc43)cc12. The result is 1 (mutagenic). (2) The drug is COC(=O)C(=C\CO)/C=C(C)/C=C(C)/C=C/C=C(\C)C(=O)C12OC1C(O)(CCO)NC2=O. The result is 1 (mutagenic). (3) The result is 0 (non-mutagenic). The compound is C[N+]1([O-])CC=C(c2ccccc2)CC1. (4) The drug is OCC1CO1. The result is 1 (mutagenic). (5) The compound is CCC/C=C/C=O. The result is 1 (mutagenic). (6) The drug is CCCCOc1ccc(CC(=O)NO)cc1. The result is 1 (mutagenic). (7) The drug is Cc1ccc(-c2nc(-c3ccc(C)cc3C)[nH]c2-c2ccc(C)cc2)cc1. The result is 1 (mutagenic).